Dataset: Reaction yield outcomes from USPTO patents with 853,638 reactions. Task: Predict the reaction yield, written as a fraction of the theoretical maximum amount of product (1.0 means a 100% yield; for example, 0.34 means a 34% yield). The yield is 0.420. The catalyst is CO. The reactants are [CH3:1][C:2]1[N:7]=[C:6]2[S:8][C:9]3[CH2:14][CH2:13][CH2:12][CH2:11][C:10]=3[C:5]2=[C:4]([C:15]2[CH:16]=[N:17][CH:18]=[CH:19][CH:20]=2)[C:3]=1[CH:21]([CH2:26][CH2:27][CH3:28])[C:22]([O:24]C)=[O:23].[OH-].[Na+]. The product is [CH3:1][C:2]1[N:7]=[C:6]2[S:8][C:9]3[CH2:14][CH2:13][CH2:12][CH2:11][C:10]=3[C:5]2=[C:4]([C:15]2[CH:16]=[N:17][CH:18]=[CH:19][CH:20]=2)[C:3]=1[CH:21]([CH2:26][CH2:27][CH3:28])[C:22]([OH:24])=[O:23].